This data is from Reaction yield outcomes from USPTO patents with 853,638 reactions. The task is: Predict the reaction yield, written as a fraction of the theoretical maximum amount of product (1.0 means a 100% yield; for example, 0.34 means a 34% yield). The reactants are [NH2:1][C:2]1[CH:3]=[C:4]([C@H:8]([N:15]([CH3:27])[C:16](=[O:26])[CH2:17][C:18]2[CH:23]=[CH:22][C:21]([Cl:24])=[C:20]([Cl:25])[CH:19]=2)[CH2:9][N:10]2[CH2:14][CH2:13][CH2:12][CH2:11]2)[CH:5]=[CH:6][CH:7]=1.N1C=CC=CC=1.[CH3:34][O:35][CH2:36][CH2:37][S:38](Cl)(=[O:40])=[O:39]. The catalyst is ClCCl. The product is [Cl:25][C:20]1[CH:19]=[C:18]([CH2:17][C:16]([N:15]([C@@H:8]([C:4]2[CH:5]=[CH:6][CH:7]=[C:2]([NH:1][S:38]([CH2:37][CH2:36][O:35][CH3:34])(=[O:40])=[O:39])[CH:3]=2)[CH2:9][N:10]2[CH2:11][CH2:12][CH2:13][CH2:14]2)[CH3:27])=[O:26])[CH:23]=[CH:22][C:21]=1[Cl:24]. The yield is 0.550.